Dataset: Reaction yield outcomes from USPTO patents with 853,638 reactions. Task: Predict the reaction yield, written as a fraction of the theoretical maximum amount of product (1.0 means a 100% yield; for example, 0.34 means a 34% yield). The reactants are C([Li])CCC.[F:6][C:7]1[CH:8]=[N:9][CH:10]=[CH:11][CH:12]=1.CN([CH:16]=[O:17])C.O. The catalyst is CCOCC. The product is [F:6][C:7]1[C:8]([CH:16]=[O:17])=[N:9][CH:10]=[CH:11][CH:12]=1. The yield is 0.110.